The task is: Predict the reactants needed to synthesize the given product.. This data is from Full USPTO retrosynthesis dataset with 1.9M reactions from patents (1976-2016). (1) Given the product [C:1]1([CH:7]([C:36]2[CH:37]=[CH:38][CH:39]=[CH:40][CH:41]=2)[C:8]2[CH:9]=[CH:10][C:11](=[O:35])[N:12]([CH2:14][CH2:15][NH:16][C:17]([C:19]3[C:20]4[CH2:21][CH2:22][NH:23][C:24]=4[CH:25]=[CH:26][CH:27]=3)=[O:18])[CH:13]=2)[CH:6]=[CH:5][CH:4]=[CH:3][CH:2]=1, predict the reactants needed to synthesize it. The reactants are: [C:1]1([CH:7]([C:36]2[CH:41]=[CH:40][CH:39]=[CH:38][CH:37]=2)[C:8]2[CH:9]=[CH:10][C:11](=[O:35])[N:12]([CH2:14][CH2:15][NH:16][C:17]([C:19]3[CH:27]=[CH:26][CH:25]=[C:24]4[C:20]=3[CH2:21][CH2:22][N:23]4C(OC(C)(C)C)=O)=[O:18])[CH:13]=2)[CH:6]=[CH:5][CH:4]=[CH:3][CH:2]=1.C(O)(C(F)(F)F)=O. (2) Given the product [CH3:35][C:17]1[C:16]([CH2:15][NH:14][C:10]2[CH:9]=[C:8]3[C:13](=[CH:12][CH:11]=2)[CH:5]([CH2:4][C:3]([O:2][CH3:1])=[O:38])[C:6]2([CH2:36][CH2:37]2)[CH2:7]3)=[CH:21][CH:20]=[CH:19][C:18]=1[C:22]1[C:23]([CH3:34])=[CH:24][C:25]([O:29][CH2:30][C:31]([NH:39][CH3:43])=[O:33])=[CH:26][C:27]=1[CH3:28], predict the reactants needed to synthesize it. The reactants are: [CH3:1][O:2][C:3](=[O:38])[CH2:4][CH:5]1[C:13]2[C:8](=[CH:9][C:10]([NH:14][CH2:15][C:16]3[C:17]([CH3:35])=[C:18]([C:22]4[C:27]([CH3:28])=[CH:26][C:25]([O:29][CH2:30][C:31]([OH:33])=O)=[CH:24][C:23]=4[CH3:34])[CH:19]=[CH:20][CH:21]=3)=[CH:11][CH:12]=2)[CH2:7][C:6]21[CH2:37][CH2:36]2.[N:39]1(O)[C:43]2C=CC=CC=2N=N1.Cl.CN.Cl.CN(C)CCCN=C=NCC. (3) Given the product [F:1][C:2]([F:32])([F:31])[C:3]1[C:12]([O:13][C@H:14]2[CH2:19][CH2:18][C@@H:17]([C:20]([F:23])([F:22])[F:21])[CH2:16][CH2:15]2)=[CH:11][CH:10]=[C:9]2[C:4]=1[CH:5]=[CH:6][C:7]([CH:24]([N:40]1[CH:33]3[CH2:39][CH2:38][CH:37]1[CH2:36][CH:35]([C:41]#[N:42])[CH2:34]3)[CH3:25])=[CH:8]2, predict the reactants needed to synthesize it. The reactants are: [F:1][C:2]([F:32])([F:31])[C:3]1[C:12]([O:13][CH:14]2[CH2:19][CH2:18][CH:17]([C:20]([F:23])([F:22])[F:21])[CH2:16][CH2:15]2)=[CH:11][CH:10]=[C:9]2[C:4]=1[CH:5]=[CH:6][C:7]([CH:24](OS(C)(=O)=O)[CH3:25])=[CH:8]2.[CH:33]12[NH:40][CH:37]([CH2:38][CH2:39]1)[CH2:36][CH:35]([C:41]#[N:42])[CH2:34]2.C(=O)([O-])[O-].[Cs+].[Cs+]. (4) The reactants are: CC1(C)C(C)(C)OB([C:9]2[CH:10]=[N:11][N:12](C(OC(C)(C)C)=O)[CH:13]=2)O1.O1C=CC=C1P(C1OC=CC=1)C1OC=CC=1.C(=O)([O-])[O-].[Cs+].[Cs+].Br[C:45]1[CH:46]=[CH:47][C:48](/[C:53](/[C:72]2[CH:77]=[CH:76][C:75]([Cl:78])=[CH:74][CH:73]=2)=[CH:54]/[C@@H:55]2[N:59]([CH2:60][C:61]3[CH:66]=[CH:65][C:64]([O:67][CH3:68])=[CH:63][C:62]=3[O:69][CH3:70])[C:58](=[O:71])[CH2:57][CH2:56]2)=[N:49][C:50]=1[O:51][CH3:52]. Given the product [Cl:78][C:75]1[CH:74]=[CH:73][C:72](/[C:53](/[C:48]2[CH:47]=[CH:46][C:45]([C:9]3[CH:13]=[N:12][NH:11][CH:10]=3)=[C:50]([O:51][CH3:52])[N:49]=2)=[CH:54]\[C@@H:55]2[N:59]([CH2:60][C:61]3[CH:66]=[CH:65][C:64]([O:67][CH3:68])=[CH:63][C:62]=3[O:69][CH3:70])[C:58](=[O:71])[CH2:57][CH2:56]2)=[CH:77][CH:76]=1, predict the reactants needed to synthesize it. (5) Given the product [CH:4]1([CH:7]([CH:27]2[CH2:29][CH2:28]2)[C:8]#[C:9][C:10]2[CH:19]=[CH:18][C:13]([C:14]([OH:16])=[O:15])=[CH:12][C:11]=2[O:20][CH2:21][CH2:22][C:23]([F:24])([F:25])[F:26])[CH2:6][CH2:5]1, predict the reactants needed to synthesize it. The reactants are: O.[OH-].[Li+].[CH:4]1([CH:7]([CH:27]2[CH2:29][CH2:28]2)[C:8]#[C:9][C:10]2[CH:19]=[CH:18][C:13]([C:14]([O:16]C)=[O:15])=[CH:12][C:11]=2[O:20][CH2:21][CH2:22][C:23]([F:26])([F:25])[F:24])[CH2:6][CH2:5]1.C(OCC)(=O)C.Cl. (6) Given the product [NH2:36][C:8]1[CH:7]=[C:6]([O:5][C:4]2[CH:15]=[CH:16][C:17]([NH:18][C:19]([C:21]3([C:24]([NH:25][C:26]4[CH:31]=[CH:30][C:29]([F:32])=[CH:28][CH:27]=4)=[O:33])[CH2:22][CH2:23]3)=[O:20])=[C:2]([F:1])[CH:3]=2)[CH:11]=[CH:10][N:9]=1, predict the reactants needed to synthesize it. The reactants are: [F:1][C:2]1[CH:3]=[C:4]([CH:15]=[CH:16][C:17]=1[NH:18][C:19]([C:21]1([C:24](=[O:33])[NH:25][C:26]2[CH:31]=[CH:30][C:29]([F:32])=[CH:28][CH:27]=2)[CH2:23][CH2:22]1)=[O:20])[O:5][C:6]1[CH:11]=[CH:10][N:9]=[C:8](C(N)=O)[CH:7]=1.O.C[N:36](C)C=O. (7) Given the product [OH:12][CH2:11][CH2:10][N:9]1[CH2:8][CH2:2][O:15][CH2:14][C:13]1=[O:19], predict the reactants needed to synthesize it. The reactants are: [K].[C:2]1([CH3:8])C=CC=CC=1.[NH:9]([CH2:13][CH2:14][OH:15])[CH2:10][CH2:11][OH:12].ClCC(OC)=[O:19].